From a dataset of Reaction yield outcomes from USPTO patents with 853,638 reactions. Predict the reaction yield, written as a fraction of the theoretical maximum amount of product (1.0 means a 100% yield; for example, 0.34 means a 34% yield). (1) The reactants are [CH3:1][O:2][C:3](=[O:12])[C:4]1[CH:9]=[CH:8][CH:7]=[C:6]([CH:10]=O)[CH:5]=1.[NH2:13][C:14]1[S:15][C:16]([CH3:19])=[N:17][N:18]=1.C([O:22][C:23](=O)[C:24]([OH:36])=[CH:25][C:26]([C:28]1[CH:33]=[CH:32][C:31]([O:34][CH3:35])=[CH:30][CH:29]=1)=[O:27])C. No catalyst specified. The product is [CH3:1][O:2][C:3](=[O:12])[C:4]1[CH:9]=[CH:8][CH:7]=[C:6]([CH:10]2[C:25]([C:26](=[O:27])[C:28]3[CH:33]=[CH:32][C:31]([O:34][CH3:35])=[CH:30][CH:29]=3)=[C:24]([OH:36])[C:23](=[O:22])[N:13]2[C:14]2[S:15][C:16]([CH3:19])=[N:17][N:18]=2)[CH:5]=1. The yield is 0.120. (2) The reactants are Cl.[O:2]1[CH:6]=[CH:5][C:4]([C:7]2[N:12]3[CH:13]=[N:14][N:15]=[C:11]3[C:10]([N:16]3[CH2:21][CH2:20][NH:19][CH2:18][CH2:17]3)=[N:9][CH:8]=2)=[CH:3]1.C=O.Cl[CH2:25]Cl.C([BH3-])#N.[Na+]. The catalyst is CO. The product is [O:2]1[CH:6]=[CH:5][C:4]([C:7]2[N:12]3[CH:13]=[N:14][N:15]=[C:11]3[C:10]([N:16]3[CH2:17][CH2:18][N:19]([CH3:25])[CH2:20][CH2:21]3)=[N:9][CH:8]=2)=[CH:3]1. The yield is 0.490. (3) The reactants are [NH2:1][C:2]1[CH:7]=[CH:6][CH:5]=[CH:4][C:3]=1[S:8]([NH:11][C:12]1[CH:21]=[CH:20][C:19]2[CH2:18][CH2:17][CH2:16][CH2:15][C:14]=2[C:13]=1[C:22]([OH:24])=[O:23])(=[O:10])=[O:9].Cl[C:26](Cl)([O:28][C:29](=[O:35])OC(Cl)(Cl)Cl)Cl.[CH2:37]([N:39]([CH2:43]C)[CH2:40][CH2:41]O)[CH3:38]. The catalyst is N1C=CC=CC=1. The product is [CH2:37]([N:39]([CH2:40][CH3:41])[CH2:43][CH2:26][O:28][C:29]([NH:1][C:2]1[CH:7]=[CH:6][CH:5]=[CH:4][C:3]=1[S:8]([NH:11][C:12]1[CH:21]=[CH:20][C:19]2[CH2:18][CH2:17][CH2:16][CH2:15][C:14]=2[C:13]=1[C:22]([OH:24])=[O:23])(=[O:10])=[O:9])=[O:35])[CH3:38]. The yield is 0.0900. (4) The reactants are [NH:1]1[CH:5]=[C:4]([C:6]#[N:7])[CH:3]=[N:2]1.[O-]P([O-])([O-])=O.[K+].[K+].[K+].[Cl:16][C:17]1[C:18]([F:31])=[C:19]([C:24]2[N:29]=[CH:28][N:27]=[C:26]([OH:30])[CH:25]=2)[C:20](I)=[CH:21][CH:22]=1.CN[C@@H]1CCCC[C@H]1NC. The catalyst is O1CCOCC1.[Cu]I. The product is [Cl:16][C:17]1[CH:22]=[CH:21][C:20]([N:1]2[CH:5]=[C:4]([C:6]#[N:7])[CH:3]=[N:2]2)=[C:19]([C:24]2[CH:25]=[C:26]([OH:30])[N:27]=[CH:28][N:29]=2)[C:18]=1[F:31]. The yield is 0.430. (5) The reactants are [CH3:1][C:2]1[S:3][C:4]([C:10]2[CH:15]=[CH:14][CH:13]=[CH:12][CH:11]=2)=[C:5]([C:7]([OH:9])=O)[N:6]=1.CCN(C(C)C)C(C)C.CN(C(ON1N=NC2C=CC=CC1=2)=[N+](C)C)C.[B-](F)(F)(F)F.[Br:47][C:48]1[C:49]([CH3:65])=[C:50]([CH3:64])[C:51]2[N:52]([CH:54]=[C:55]([CH2:57][C@@H:58]3[CH2:63][CH2:62][CH2:61][CH2:60][NH:59]3)[N:56]=2)[CH:53]=1. The catalyst is CN(C=O)C.[Cl-].[Na+].O. The product is [Br:47][C:48]1[C:49]([CH3:65])=[C:50]([CH3:64])[C:51]2[N:52]([CH:54]=[C:55]([CH2:57][C@@H:58]3[CH2:63][CH2:62][CH2:61][CH2:60][N:59]3[C:7]([C:5]3[N:6]=[C:2]([CH3:1])[S:3][C:4]=3[C:10]3[CH:15]=[CH:14][CH:13]=[CH:12][CH:11]=3)=[O:9])[N:56]=2)[CH:53]=1. The yield is 0.350. (6) The reactants are [Br:1][C:2]1[N:6]2[N:7]=[C:8]([C:11]3[CH:19]=[CH:18][C:14]([C:15]([OH:17])=O)=[CH:13][CH:12]=3)[CH:9]=[CH:10][C:5]2=[N:4][CH:3]=1.CN1CCOCC1.CN(C(ON1N=NC2C=CC=NC1=2)=[N+](C)C)C.F[P-](F)(F)(F)(F)F.[CH3:51][N:52]([CH3:59])[CH:53]1[CH2:58][CH2:57][NH:56][CH2:55][CH2:54]1. The catalyst is CN(C=O)C.CCOC(C)=O. The product is [Br:1][C:2]1[N:6]2[N:7]=[C:8]([C:11]3[CH:12]=[CH:13][C:14]([C:15]([N:56]4[CH2:57][CH2:58][CH:53]([N:52]([CH3:59])[CH3:51])[CH2:54][CH2:55]4)=[O:17])=[CH:18][CH:19]=3)[CH:9]=[CH:10][C:5]2=[N:4][CH:3]=1. The yield is 0.520. (7) The reactants are [Cl:1][C:2]1[CH:3]=[C:4]([NH:9][NH2:10])[CH:5]=[CH:6][C:7]=1[Cl:8].Cl.[C:12](OC(=O)C)(=[O:14])[CH3:13]. No catalyst specified. The product is [Cl:1][C:2]1[CH:3]=[C:4]([NH:9][NH:10][C:12](=[O:14])[CH3:13])[CH:5]=[CH:6][C:7]=1[Cl:8]. The yield is 0.810.